Dataset: Peptide-MHC class I binding affinity with 185,985 pairs from IEDB/IMGT. Task: Regression. Given a peptide amino acid sequence and an MHC pseudo amino acid sequence, predict their binding affinity value. This is MHC class I binding data. The peptide sequence is YSNRFLADW. The MHC is HLA-B58:01 with pseudo-sequence HLA-B58:01. The binding affinity (normalized) is 0.661.